This data is from Forward reaction prediction with 1.9M reactions from USPTO patents (1976-2016). The task is: Predict the product of the given reaction. (1) The product is: [CH3:7][CH2:2][CH2:3][CH2:4][N:5]([C:27]([O:29][C:30]1[CH:32]=[CH:38][CH:34]=[CH:35][CH:33]=1)=[O:28])[CH3:6]. Given the reactants N[C:2]1[CH:7]=[CH:6][N:5]=[C:4](Cl)[CH:3]=1.C[Si]([N-][Si](C)(C)C)(C)C.[Na+].O([C:27]([O:29][C:30]([CH3:33])([CH3:32])C)=[O:28])[C:27]([O:29][C:30](C)([CH3:33])[CH3:32])=[O:28].[CH2:34]1[CH2:38]OC[CH2:35]1, predict the reaction product. (2) Given the reactants C1(P(C2C=CC=CC=2)C2C=CC=CC=2)C=CC=CC=1.BrN1C(=O)CCC1=O.[Cl:28][C:29]1[CH:30]=[C:31]([C@@H:39]([CH2:52][CH:53]2[CH2:57][CH2:56][CH2:55][CH2:54]2)[C:40]([NH:42][C:43]2[CH:47]=[CH:46][N:45]([CH2:48]C(O)=O)[N:44]=2)=[O:41])[CH:32]=[CH:33][C:34]=1S(C)(=O)=O.CN1C=CC(N)=N1.N1C(C)=CC=CC=1C.C(Cl)[Cl:74], predict the reaction product. The product is: [CH:53]1([CH2:52][C@H:39]([C:31]2[CH:32]=[CH:33][C:34]([Cl:74])=[C:29]([Cl:28])[CH:30]=2)[C:40]([NH:42][C:43]2[CH:47]=[CH:46][N:45]([CH3:48])[N:44]=2)=[O:41])[CH2:57][CH2:56][CH2:55][CH2:54]1.